Dataset: Forward reaction prediction with 1.9M reactions from USPTO patents (1976-2016). Task: Predict the product of the given reaction. (1) Given the reactants CC(C)([O-])C.[Na+].[CH2:7]([O:9][C:10]([CH2:12][O:13][CH2:14][CH2:15][O:16][CH2:17][C:18]([O:20]CC)=O)=[O:11])[CH3:8].C(O)(=O)C, predict the reaction product. The product is: [O:20]=[C:18]1[CH2:17][O:16][CH2:15][CH2:14][O:13][CH:12]1[C:10]([O:9][CH2:7][CH3:8])=[O:11]. (2) Given the reactants Br[C:2]1[N:6]2[CH:7]=[C:8]([CH:25]3[CH2:27][CH2:26]3)[C:9]([CH2:11][O:12][C:13]3[CH:18]=[C:17]([O:19][C:20]([F:23])([F:22])[F:21])[CH:16]=[C:15]([Cl:24])[CH:14]=3)=[CH:10][C:5]2=[N:4][N:3]=1.C1(S(N)(=O)=O)CC1.[N:35]1([S:39]([NH2:42])(=[O:41])=[O:40])[CH2:38][CH2:37][CH2:36]1, predict the reaction product. The product is: [Cl:24][C:15]1[CH:14]=[C:13]([CH:18]=[C:17]([O:19][C:20]([F:23])([F:22])[F:21])[CH:16]=1)[O:12][CH2:11][C:9]1[C:8]([CH:25]2[CH2:27][CH2:26]2)=[CH:7][N:6]2[C:2]([NH:42][S:39]([N:35]3[CH2:38][CH2:37][CH2:36]3)(=[O:41])=[O:40])=[N:3][N:4]=[C:5]2[CH:10]=1.